Dataset: NCI-60 drug combinations with 297,098 pairs across 59 cell lines. Task: Regression. Given two drug SMILES strings and cell line genomic features, predict the synergy score measuring deviation from expected non-interaction effect. (1) Drug 1: CC1C(C(CC(O1)OC2CC(CC3=C2C(=C4C(=C3O)C(=O)C5=C(C4=O)C(=CC=C5)OC)O)(C(=O)CO)O)N)O.Cl. Drug 2: CCN(CC)CCCC(C)NC1=C2C=C(C=CC2=NC3=C1C=CC(=C3)Cl)OC. Cell line: RPMI-8226. Synergy scores: CSS=34.6, Synergy_ZIP=-6.63, Synergy_Bliss=5.24, Synergy_Loewe=6.69, Synergy_HSA=6.94. (2) Drug 1: CC1C(C(CC(O1)OC2CC(CC3=C2C(=C4C(=C3O)C(=O)C5=C(C4=O)C(=CC=C5)OC)O)(C(=O)CO)O)N)O. Drug 2: CN1C=C(C=N1)C2=C3N=C(C(=C(N3N=C2)N)Br)C4CCCNC4. Cell line: HT29. Synergy scores: CSS=80.6, Synergy_ZIP=8.14, Synergy_Bliss=6.56, Synergy_Loewe=3.06, Synergy_HSA=14.2. (3) Drug 1: C1CN(CCN1C(=O)CCBr)C(=O)CCBr. Drug 2: CC1=C(C(=O)C2=C(C1=O)N3CC4C(C3(C2COC(=O)N)OC)N4)N. Cell line: A549. Synergy scores: CSS=30.6, Synergy_ZIP=-10.4, Synergy_Bliss=-11.4, Synergy_Loewe=-26.2, Synergy_HSA=-9.14. (4) Drug 1: CC1C(C(CC(O1)OC2CC(OC(C2O)C)OC3=CC4=CC5=C(C(=O)C(C(C5)C(C(=O)C(C(C)O)O)OC)OC6CC(C(C(O6)C)O)OC7CC(C(C(O7)C)O)OC8CC(C(C(O8)C)O)(C)O)C(=C4C(=C3C)O)O)O)O. Drug 2: CC1=C(N=C(N=C1N)C(CC(=O)N)NCC(C(=O)N)N)C(=O)NC(C(C2=CN=CN2)OC3C(C(C(C(O3)CO)O)O)OC4C(C(C(C(O4)CO)O)OC(=O)N)O)C(=O)NC(C)C(C(C)C(=O)NC(C(C)O)C(=O)NCCC5=NC(=CS5)C6=NC(=CS6)C(=O)NCCC[S+](C)C)O. Cell line: SNB-75. Synergy scores: CSS=46.8, Synergy_ZIP=-1.05, Synergy_Bliss=0.648, Synergy_Loewe=-0.100, Synergy_HSA=0.305. (5) Drug 1: COC1=CC(=CC(=C1O)OC)C2C3C(COC3=O)C(C4=CC5=C(C=C24)OCO5)OC6C(C(C7C(O6)COC(O7)C8=CC=CS8)O)O. Drug 2: C1C(C(OC1N2C=NC3=C(N=C(N=C32)Cl)N)CO)O. Cell line: COLO 205. Synergy scores: CSS=19.4, Synergy_ZIP=-8.95, Synergy_Bliss=-11.6, Synergy_Loewe=-11.5, Synergy_HSA=-8.64. (6) Drug 1: C1CC(C1)(C(=O)O)C(=O)O.[NH2-].[NH2-].[Pt+2]. Drug 2: CC(C)(C1=NC(=CC=C1)N2C3=NC(=NC=C3C(=O)N2CC=C)NC4=CC=C(C=C4)N5CCN(CC5)C)O. Cell line: HCT116. Synergy scores: CSS=23.3, Synergy_ZIP=0.309, Synergy_Bliss=1.47, Synergy_Loewe=-56.9, Synergy_HSA=2.18. (7) Drug 1: C1=CC=C(C(=C1)C(C2=CC=C(C=C2)Cl)C(Cl)Cl)Cl. Drug 2: C(CC(=O)O)C(=O)CN.Cl. Cell line: ACHN. Synergy scores: CSS=5.04, Synergy_ZIP=-2.01, Synergy_Bliss=-2.17, Synergy_Loewe=-0.382, Synergy_HSA=-1.65.